From a dataset of Full USPTO retrosynthesis dataset with 1.9M reactions from patents (1976-2016). Predict the reactants needed to synthesize the given product. (1) Given the product [Cl:1][C:2]1[CH:3]=[C:4]([CH:35]=[CH:36][CH:37]=1)[C:5]([CH3:34])([CH3:33])[C@H:6]([C:9]([NH:11][C@H:12]([C:17]([N:19]([C@@H:21]([CH:30]([CH3:31])[CH3:32])/[CH:22]=[C:23](/[C:24]([OH:26])=[O:25])\[CH3:29])[CH3:20])=[O:18])[C:13]([CH3:14])([CH3:15])[CH3:16])=[O:10])[NH:7][CH3:8], predict the reactants needed to synthesize it. The reactants are: [Cl:1][C:2]1[CH:3]=[C:4]([CH:35]=[CH:36][CH:37]=1)[C:5]([CH3:34])([CH3:33])[C@H:6]([C:9]([NH:11][C@H:12]([C:17]([N:19]([C@@H:21]([CH:30]([CH3:32])[CH3:31])/[CH:22]=[C:23](\[CH3:29])/[C:24]([O:26]CC)=[O:25])[CH3:20])=[O:18])[C:13]([CH3:16])([CH3:15])[CH3:14])=[O:10])[NH:7][CH3:8].[OH-].[Li+]. (2) Given the product [CH:7]1([N:10]2[C:4]([NH2:5])=[CH:3][C:2]([CH3:6])=[N:11]2)[CH2:9][CH2:8]1, predict the reactants needed to synthesize it. The reactants are: O=[C:2]([CH3:6])[CH2:3][C:4]#[N:5].[CH:7]1([NH:10][NH2:11])[CH2:9][CH2:8]1. (3) The reactants are: [CH3:1][C:2]([CH3:12])([CH2:5][C:6]1[CH:11]=[CH:10][CH:9]=[CH:8][CH:7]=1)[CH2:3][OH:4].[H-].[Na+].Cl[S:16]([N:19]=C=O)(=[O:18])=[O:17].C(O)=O. Given the product [S:16](=[O:18])(=[O:17])([O:4][CH2:3][C:2]([CH3:12])([CH3:1])[CH2:5][C:6]1[CH:11]=[CH:10][CH:9]=[CH:8][CH:7]=1)[NH2:19], predict the reactants needed to synthesize it. (4) Given the product [C:25]([O:24][C:23]([N:22]=[C:16]([NH:15][C:13]([O:12][C:8]([CH3:11])([CH3:10])[CH3:9])=[O:14])[NH:30][CH2:31][C:32]1([C:35]2[O:39][C:38]([CH:40]3[CH2:46][CH2:45][C@@H:44]4[CH2:47][N:41]3[C:42](=[O:56])[N:43]4[O:48][CH2:49][C:50]3[CH:55]=[CH:54][CH:53]=[CH:52][CH:51]=3)=[N:37][N:36]=2)[CH2:33][CH2:34]1)=[O:29])([CH3:28])([CH3:27])[CH3:26], predict the reactants needed to synthesize it. The reactants are: CCN(CC)CC.[C:8]([O:12][C:13]([NH:15][C:16](=[N:22][C:23](=[O:29])[O:24][C:25]([CH3:28])([CH3:27])[CH3:26])N1C=CC=N1)=[O:14])([CH3:11])([CH3:10])[CH3:9].[NH2:30][CH2:31][C:32]1([C:35]2[O:39][C:38]([CH:40]3[CH2:46][CH2:45][C@@H:44]4[CH2:47][N:41]3[C:42](=[O:56])[N:43]4[O:48][CH2:49][C:50]3[CH:55]=[CH:54][CH:53]=[CH:52][CH:51]=3)=[N:37][N:36]=2)[CH2:34][CH2:33]1.